Dataset: Reaction yield outcomes from USPTO patents with 853,638 reactions. Task: Predict the reaction yield, written as a fraction of the theoretical maximum amount of product (1.0 means a 100% yield; for example, 0.34 means a 34% yield). The reactants are [Cr](O[Cr]([O-])(=O)=O)([O-])(=O)=O.[NH+]1C=CC=CC=1.[NH+]1C=CC=CC=1.[Cl:22][C:23]1[S:27][C:26]([S:28]([NH:31][C@H:32]([CH2:38][OH:39])[CH:33]([CH2:36][CH3:37])[CH2:34][CH3:35])(=[O:30])=[O:29])=[CH:25][CH:24]=1. The catalyst is C(Cl)Cl. The product is [Cl:22][C:23]1[S:27][C:26]([S:28]([NH:31][C@H:32]([CH:38]=[O:39])[CH:33]([CH2:34][CH3:35])[CH2:36][CH3:37])(=[O:30])=[O:29])=[CH:25][CH:24]=1. The yield is 0.610.